Dataset: Forward reaction prediction with 1.9M reactions from USPTO patents (1976-2016). Task: Predict the product of the given reaction. (1) Given the reactants C([O:3][C:4](=[O:42])[C@H:5]([CH2:35][CH2:36][C:37]([O:39]CC)=[O:38])[NH:6][C:7](=[O:34])[C:8]1[CH:13]=[CH:12][C:11]([NH:14][S:15]([C:18]2[CH:19]=[CH:20][C:21]3[CH2:30][CH2:29][C:28]4[N:27]=[C:26]([CH3:31])[NH:25][C:24](=[O:32])[C:23]=4[C:22]=3[CH:33]=2)(=[O:17])=[O:16])=[CH:10][CH:9]=1)C.Cl, predict the reaction product. The product is: [CH3:31][C:26]1[NH:25][C:24](=[O:32])[C:23]2[C:22]3[CH:33]=[C:18]([S:15]([NH:14][C:11]4[CH:12]=[CH:13][C:8]([C:7]([NH:6][C@H:5]([C:4]([OH:42])=[O:3])[CH2:35][CH2:36][C:37]([OH:39])=[O:38])=[O:34])=[CH:9][CH:10]=4)(=[O:16])=[O:17])[CH:19]=[CH:20][C:21]=3[CH2:30][CH2:29][C:28]=2[N:27]=1. (2) The product is: [CH3:10][C:1]1[CH:6]=[CH:5][CH:4]=[CH:3][C:2]=1[C:7]([NH:11][C@H:12]1[CH2:17][CH2:16][CH2:15][N:14]([CH:42]2[CH2:43][CH2:44][N:39]([C:34]([O:36][CH2:37][CH3:38])=[O:35])[CH2:40][CH2:41]2)[CH2:13]1)=[O:8]. Given the reactants [C:1]1([CH3:10])[C:2]([C:7](Cl)=[O:8])=[CH:3][CH:4]=[CH:5][CH:6]=1.[NH2:11][C@H:12]1[CH2:17][CH2:16][CH2:15][N:14](C(OC(C)(C)C)=O)[CH2:13]1.CCN(C(C)C)C(C)C.[C:34]([N:39]1[CH2:44][CH2:43][C:42](=O)[CH2:41][CH2:40]1)([O:36][CH2:37][CH3:38])=[O:35], predict the reaction product. (3) Given the reactants Cl[C:2]1[C:11]2[C:6](=[CH:7][C:8]([O:12]C)=[CH:9][CH:10]=2)[N:5]=[CH:4][C:3]=1[C:14]([O:16][CH2:17][CH3:18])=[O:15].OC1C2C(=CC(OC)=CC=2)N=CC=1C(OCC)=O.C(Cl)(=O)C(Cl)=O.C([O-])(O)=O.[Na+], predict the reaction product. The product is: [OH:12][C:8]1[CH:7]=[C:6]2[C:11]([CH:2]=[C:3]([C:14]([O:16][CH2:17][CH3:18])=[O:15])[CH:4]=[N:5]2)=[CH:10][CH:9]=1. (4) Given the reactants Cl[C:2](Cl)([O:4][C:5](=[O:11])OC(Cl)(Cl)Cl)Cl.[F:13][C:14]1[CH:19]=[CH:18][C:17]([C@H:20]([NH:22][CH2:23][CH2:24][C:25]2[CH:26]=[C:27]3[C:31](=[CH:32][C:33]=2[NH2:34])[N:30]([C:35]([C:48]2[CH:53]=[CH:52][CH:51]=[CH:50][CH:49]=2)([C:42]2[CH:47]=[CH:46][CH:45]=[CH:44][CH:43]=2)[C:36]2[CH:41]=[CH:40][CH:39]=[CH:38][CH:37]=2)[N:29]=[C:28]3[C:54]2[CH:59]=[CH:58][N:57]=[C:56]([CH3:60])[CH:55]=2)[CH3:21])=[CH:16][CH:15]=1, predict the reaction product. The product is: [CH3:2][O:4][C:5](=[O:11])[N:22]([CH2:23][CH2:24][C:25]1[CH:26]=[C:27]2[C:31](=[CH:32][C:33]=1[NH2:34])[N:30]([C:35]([C:36]1[CH:37]=[CH:38][CH:39]=[CH:40][CH:41]=1)([C:48]1[CH:53]=[CH:52][CH:51]=[CH:50][CH:49]=1)[C:42]1[CH:47]=[CH:46][CH:45]=[CH:44][CH:43]=1)[N:29]=[C:28]2[C:54]1[CH:59]=[CH:58][N:57]=[C:56]([CH3:60])[CH:55]=1)[C@@H:20]([C:17]1[CH:18]=[CH:19][C:14]([F:13])=[CH:15][CH:16]=1)[CH3:21]. (5) Given the reactants [CH3:1][C:2]([C:4]1[CH:9]=[CH:8][C:7](Br)=[CH:6][CH:5]=1)=[O:3].[CH:11]1([CH2:14][N:15]2[CH2:20][CH2:19][N:18]([C:21]([C@H:23]3[CH2:27][CH2:26][NH:25][CH2:24]3)=[O:22])[CH2:17][CH2:16]2)[CH2:13][CH2:12]1, predict the reaction product. The product is: [CH:11]1([CH2:14][N:15]2[CH2:20][CH2:19][N:18]([C:21]([C@H:23]3[CH2:27][CH2:26][N:25]([C:7]4[CH:8]=[CH:9][C:4]([C:2](=[O:3])[CH3:1])=[CH:5][CH:6]=4)[CH2:24]3)=[O:22])[CH2:17][CH2:16]2)[CH2:12][CH2:13]1.